Dataset: Catalyst prediction with 721,799 reactions and 888 catalyst types from USPTO. Task: Predict which catalyst facilitates the given reaction. (1) Reactant: [NH2:1][C:2]1[C:11]([N+:12]([O-])=O)=[CH:10][CH:9]=[CH:8][C:3]=1[C:4]([O:6][CH3:7])=[O:5].O1CCCC1.C(N(CC)CC)C.[F:27][C:28]1[CH:29]=[C:30]([CH:34]=[CH:35][C:36]=1[Br:37])[C:31](Cl)=[O:32]. Product: [NH2:1][C:2]1[C:11]([NH:12][C:31](=[O:32])[C:30]2[CH:34]=[CH:35][C:36]([Br:37])=[C:28]([F:27])[CH:29]=2)=[CH:10][CH:9]=[CH:8][C:3]=1[C:4]([O:6][CH3:7])=[O:5]. The catalyst class is: 6. (2) Reactant: [F:1][C:2]1[CH:3]=[C:4]([CH:9]2[S:14][CH2:13][CH2:12][CH2:11][S:10]2)[CH:5]=[C:6]([F:8])[CH:7]=1.[Li]CCCC.[F:20][CH:21]([F:31])[O:22][C:23]1[CH:30]=[CH:29][C:26]([CH:27]=[O:28])=[CH:25][CH:24]=1. Product: [F:20][CH:21]([F:31])[O:22][C:23]1[CH:24]=[CH:25][C:26]([CH:27]([C:9]2([C:4]3[CH:5]=[C:6]([F:8])[CH:7]=[C:2]([F:1])[CH:3]=3)[S:10][CH2:11][CH2:12][CH2:13][S:14]2)[OH:28])=[CH:29][CH:30]=1. The catalyst class is: 1. (3) Reactant: C([O-])(O)=O.[Na+].[CH3:6][N:7]([CH2:17][CH2:18][CH2:19][O:20][C:21]1[CH:26]=[CH:25][CH:24]=[C:23]([CH2:27][NH:28][CH3:29])[CH:22]=1)[CH2:8][CH2:9][C:10]([O:12][C:13]([CH3:16])([CH3:15])[CH3:14])=[O:11].S(Cl)([C:33]1[C:45]2[CH:44]=[CH:43][CH:42]=[C:38]([N:39]([CH3:41])[CH3:40])[C:37]=2[CH:36]=[CH:35][CH:34]=1)(=O)=O. Product: [CH3:40][N:39]([CH3:41])[C:38]1[CH:42]=[CH:43][CH:44]=[C:45]2[C:37]=1[CH:36]=[CH:35][CH:34]=[C:33]2[N:28]([CH2:27][C:23]1[CH:22]=[C:21]([CH:26]=[CH:25][CH:24]=1)[O:20][CH2:19][CH2:18][CH2:17][N:7]([CH3:6])[CH2:8][CH2:9][C:10]([O:12][C:13]([CH3:15])([CH3:16])[CH3:14])=[O:11])[CH3:29]. The catalyst class is: 192. (4) Reactant: [CH2:1]([O:3][C:4]1[CH:9]=[CH:8][C:7]([C:10]2[N:15]=[C:14]([C:16]#[N:17])[C:13]3[N:18]=[C:19]([CH:21]=[CH:22][CH2:23][N:24]4[CH2:29][CH2:28][O:27][CH2:26][CH2:25]4)[NH:20][C:12]=3[CH:11]=2)=[CH:6][C:5]=1[C:30]([F:33])([F:32])[F:31])[CH3:2]. Product: [CH2:1]([O:3][C:4]1[CH:9]=[CH:8][C:7]([C:10]2[N:15]=[C:14]([C:16]#[N:17])[C:13]3[N:18]=[C:19]([CH2:21][CH2:22][CH2:23][N:24]4[CH2:25][CH2:26][O:27][CH2:28][CH2:29]4)[NH:20][C:12]=3[CH:11]=2)=[CH:6][C:5]=1[C:30]([F:33])([F:31])[F:32])[CH3:2]. The catalyst class is: 29. (5) Reactant: [CH:1]1([C:7]2[C:8]3[CH:9]=[CH:10][C:11]([C:27]([O:29]C)=[O:28])=[CH:12][C:13]=3[N:14]3[C:21]=2[C:20]2[CH:22]=[CH:23][CH:24]=[CH:25][C:19]=2[N:18]([CH3:26])[CH2:17][CH2:16][CH2:15]3)[CH2:6][CH2:5][CH2:4][CH2:3][CH2:2]1.B(Br)(Br)Br. Product: [CH:1]1([C:7]2[C:8]3[CH:9]=[CH:10][C:11]([C:27]([OH:29])=[O:28])=[CH:12][C:13]=3[N:14]3[C:21]=2[C:20]2[CH:22]=[CH:23][CH:24]=[CH:25][C:19]=2[N:18]([CH3:26])[CH2:17][CH2:16][CH2:15]3)[CH2:2][CH2:3][CH2:4][CH2:5][CH2:6]1. The catalyst class is: 2. (6) Reactant: [C:1]([O:5][C:6]([N:8]1[CH2:13][CH2:12][N:11]([C:14]([C:16]2[C:24]3[C:19](=[CH:20][CH:21]=[CH:22][CH:23]=3)[N:18]([C:25]3[CH:30]=[CH:29][CH:28]=[CH:27][CH:26]=3)[C:17]=2Cl)=[O:15])[CH2:10][CH2:9]1)=[O:7])([CH3:4])([CH3:3])[CH3:2].C([Li])CCC.[Cl:37][C:38]1[CH:45]=[CH:44][CH:43]=[C:42]([F:46])[C:39]=1[CH2:40]Br. Product: [C:1]([O:5][C:6]([N:8]1[CH2:9][CH2:10][N:11]([C:14]([C:16]2[C:24]3[C:19](=[CH:20][CH:21]=[CH:22][CH:23]=3)[N:18]([C:25]3[CH:30]=[CH:29][CH:28]=[CH:27][CH:26]=3)[C:17]=2[CH2:40][C:39]2[C:42]([F:46])=[CH:43][CH:44]=[CH:45][C:38]=2[Cl:37])=[O:15])[CH2:12][CH2:13]1)=[O:7])([CH3:4])([CH3:2])[CH3:3]. The catalyst class is: 1. (7) Reactant: [Cl:1][C:2]1[C:7]([CH2:8]Cl)=[CH:6][CH:5]=[CH:4][N:3]=1.[C-:10]#[N:11].[Na+]. Product: [Cl:1][C:2]1[C:7]([CH2:8][C:10]#[N:11])=[CH:6][CH:5]=[CH:4][N:3]=1. The catalyst class is: 16. (8) Reactant: [C:1]([O:5][CH2:6][CH2:7][CH2:8][CH2:9][CH2:10][CH2:11][CH2:12][CH2:13][CH2:14][CH2:15][CH2:16][CH2:17][CH2:18][CH2:19][CH2:20][CH2:21][CH2:22][CH3:23])(=[O:4])[CH:2]=[CH2:3].[C:24]([O:29][CH2:30][CH2:31][CH2:32][CH2:33][CH2:34][CH3:35])(=[O:28])[C:25]([CH3:27])=[CH2:26].[CH2:36]=[CH:37][C:38]1[CH:43]=[CH:42][CH:41]=[CH:40][CH:39]=1. Product: [C:1]([O:5][CH2:6][CH2:7][CH2:8][CH2:9][CH2:10][CH2:11][CH2:12][CH2:13][CH2:14][CH2:15][CH2:16][CH2:17][CH2:18][CH2:19][CH2:20][CH2:21][CH2:22][CH3:23])(=[O:4])[CH:2]=[CH2:3].[C:24]([O:29][CH2:30][CH2:31][CH2:32][CH2:33][CH2:34][CH3:35])(=[O:28])[C:25]([CH3:27])=[CH2:26].[CH2:36]=[CH:37][C:38]1[CH:43]=[CH:42][CH:41]=[CH:40][CH:39]=1. The catalyst class is: 11. (9) Reactant: P([O-])([O-])([O-])=O.[K+].[K+].[K+].[NH:9]1[CH:13]=[CH:12][CH:11]=[N:10]1.Br[C:15]1[CH:16]=[CH:17][C:18]2[C:19]3[N:28]([CH2:29][CH2:30][CH2:31][O:32][CH3:33])[C:27]([CH2:34][O:35][CH2:36][CH3:37])=[N:26][C:20]=3[C:21]([NH2:25])=[N:22][C:23]=2[CH:24]=1.N[C@@H]1CCCC[C@H]1N. Product: [CH2:36]([O:35][CH2:34][C:27]1[N:28]([CH2:29][CH2:30][CH2:31][O:32][CH3:33])[C:19]2[C:18]3[CH:17]=[CH:16][C:15]([N:9]4[CH:13]=[CH:12][CH:11]=[N:10]4)=[CH:24][C:23]=3[N:22]=[C:21]([NH2:25])[C:20]=2[N:26]=1)[CH3:37]. The catalyst class is: 321. (10) Reactant: C(O[C:5]1[CH:10]=[CH:9][C:8](Br)=[CH:7][CH:6]=1)C=C.CCCCC.C([Li])(C)(C)C.[CH:22]([C:24]1[CH:33]=[CH:32][C:27](C(OC)=O)=[CH:26][C:25]=1O)=[O:23].[Cl-].[NH4+]. Product: [C:24]1([CH:22]([C:5]2[CH:6]=[CH:7][CH:8]=[CH:9][CH:10]=2)[OH:23])[CH:33]=[CH:32][CH:27]=[CH:26][CH:25]=1. The catalyst class is: 30.